Dataset: Forward reaction prediction with 1.9M reactions from USPTO patents (1976-2016). Task: Predict the product of the given reaction. (1) The product is: [C:1]([O-:24])(=[O:23])[CH2:2][CH2:3][CH2:4][CH2:5][CH2:6][CH2:7][CH2:8][CH2:9][CH2:10][CH2:11][CH2:12][CH2:13][CH2:14][CH2:15][CH2:16][CH2:17][CH2:18][CH2:19][CH2:20][CH2:21][CH3:22].[Ag+:32]. Given the reactants [C:1]([OH:24])(=[O:23])[CH2:2][CH2:3][CH2:4][CH2:5][CH2:6][CH2:7][CH2:8][CH2:9][CH2:10][CH2:11][CH2:12][CH2:13][CH2:14][CH2:15][CH2:16][CH2:17][CH2:18][CH2:19][CH2:20][CH2:21][CH3:22].O.[OH-].[Na+].[N+]([O-])([O-])=O.[Ag+:32], predict the reaction product. (2) Given the reactants Cl[C:2]1[N:3]=[N:4][CH:5]=[CH:6][CH:7]=1.[NH2:8][CH2:9][C:10]([NH2:13])([CH3:12])[CH3:11].C(N(CC)C(C)C)(C)C, predict the reaction product. The product is: [NH2:13][C:10]([CH3:12])([CH2:11][C:2]1[N:3]=[N:4][CH:5]=[CH:6][CH:7]=1)[CH2:9][NH2:8]. (3) Given the reactants [Cl:1][C:2]1[CH:24]=[CH:23][C:5]([CH2:6][N:7]2[C:15]3[C:14](=[O:16])[NH:13][C:12](=[O:17])[N:11]([CH3:18])[C:10]=3[N:9]=[C:8]2[S:19](Cl)(=[O:21])=[O:20])=[CH:4][CH:3]=1.[CH:25]([NH2:28])([CH3:27])[CH3:26], predict the reaction product. The product is: [Cl:1][C:2]1[CH:24]=[CH:23][C:5]([CH2:6][N:7]2[C:15]3[C:14](=[O:16])[NH:13][C:12](=[O:17])[N:11]([CH3:18])[C:10]=3[N:9]=[C:8]2[S:19]([NH:28][CH:25]([CH3:27])[CH3:26])(=[O:21])=[O:20])=[CH:4][CH:3]=1. (4) Given the reactants [C:1]1([N:11]2[CH2:17][CH2:16][C:15]3[C:18]([OH:22])=[N:19][CH:20]=[N:21][C:14]=3[CH2:13][CH2:12]2)[C:10]2[C:5](=[CH:6][CH:7]=[CH:8][CH:9]=2)[CH:4]=[N:3][N:2]=1.N1C2CCNCCC=2C(O)=NC=1.[Cl:35]C1C2C(=CC=CC=2)C(Cl)=NN=1.CCN(CC)CC, predict the reaction product. The product is: [Cl:35][C:4]1[C:5]2[C:10](=[CH:9][CH:8]=[CH:7][CH:6]=2)[C:1]([N:11]2[CH2:17][CH2:16][C:15]3[C:18]([OH:22])=[N:19][CH:20]=[N:21][C:14]=3[CH2:13][CH2:12]2)=[N:2][N:3]=1. (5) Given the reactants [Cl:1][C:2]1[CH:3]=[C:4]([N:11]([S:15]([C:18]2[CH:23]=[CH:22][C:21]([Cl:24])=[C:20]([C:25]([F:28])([F:27])[F:26])[CH:19]=2)(=[O:17])=[O:16])[CH2:12][O:13][CH3:14])[C:5]([C:8](O)=[O:9])=[N:6][CH:7]=1.C(Cl)(=O)C([Cl:32])=O, predict the reaction product. The product is: [Cl:1][C:2]1[CH:3]=[C:4]([N:11]([S:15]([C:18]2[CH:23]=[CH:22][C:21]([Cl:24])=[C:20]([C:25]([F:27])([F:26])[F:28])[CH:19]=2)(=[O:16])=[O:17])[CH2:12][O:13][CH3:14])[C:5]([C:8]([Cl:32])=[O:9])=[N:6][CH:7]=1. (6) Given the reactants [NH2:1][C:2]1[N:7]=[C:6]([CH2:8][C:9]2[C:14]([Cl:15])=[CH:13][CH:12]=[CH:11][C:10]=2[Cl:16])[N:5]=[C:4]([NH:17][C:18]2[CH:25]=[CH:24][C:21]([C:22]#[N:23])=[CH:20][CH:19]=2)[N:3]=1.[C:26](OC(=O)C)(=[O:28])[CH3:27], predict the reaction product. The product is: [C:22]([C:21]1[CH:20]=[CH:19][C:18]([NH:17][C:4]2[N:5]=[C:6]([CH2:8][C:9]3[C:14]([Cl:15])=[CH:13][CH:12]=[CH:11][C:10]=3[Cl:16])[N:7]=[C:2]([NH:1][C:26](=[O:28])[CH3:27])[N:3]=2)=[CH:25][CH:24]=1)#[N:23]. (7) The product is: [ClH:39].[ClH:40].[CH3:1][O:2][C:3]1[CH:4]=[C:5]2[C:10](=[CH:11][CH:12]=1)[N:9]=[C:8]([C:13]1[CH:14]=[N:15][CH:16]=[CH:17][CH:18]=1)[N:7]=[C:6]2[N:19]1[C:27]2[C:22](=[CH:23][CH:24]=[C:25]([NH:28][C:37](=[O:38])[O:36][CH3:35])[CH:26]=2)[CH2:21][CH2:20]1. Given the reactants [CH3:1][O:2][C:3]1[CH:4]=[C:5]2[C:10](=[CH:11][CH:12]=1)[N:9]=[C:8]([C:13]1[CH:14]=[N:15][CH:16]=[CH:17][CH:18]=1)[N:7]=[C:6]2[N:19]1[C:27]2[C:22](=[CH:23][CH:24]=[C:25]([NH2:28])[CH:26]=2)[CH2:21][CH2:20]1.N1C=CC=CC=1.[CH3:35][O:36][C:37]([Cl:39])=[O:38].[ClH:40], predict the reaction product. (8) Given the reactants [Cl:1][C:2]1[N:7]=[C:6]([N:8]2[CH2:12][CH2:11][C@:10]([CH:15]([CH3:17])[CH3:16])([C:13]#[N:14])[C:9]2=[O:18])[CH:5]=[CH:4][N:3]=1.[NH2:19][C:20]1[CH:21]=[N:22][N:23]([CH2:25][C:26]([NH2:28])=[O:27])[CH:24]=1.C(O)(=O)C.C(=O)([O-])O.[Na+], predict the reaction product. The product is: [ClH:1].[C:13]([C@@:10]1([CH:15]([CH3:17])[CH3:16])[CH2:11][CH2:12][N:8]([C:6]2[CH:5]=[CH:4][N:3]=[C:2]([NH:19][C:20]3[CH:21]=[N:22][N:23]([CH2:25][C:26]([NH2:28])=[O:27])[CH:24]=3)[N:7]=2)[C:9]1=[O:18])#[N:14]. (9) Given the reactants Cl[C:2]1[N:3]=[C:4]([N:11]([CH3:13])[CH3:12])[C:5]2[C:6](=[CH:8][S:9][CH:10]=2)[N:7]=1.[NH2:14][C@H:15]1[C@H:19]([OH:20])[CH2:18][N:17]([C:21](=[O:34])[CH2:22][C:23]2[CH:28]=[CH:27][C:26]([O:29][C:30]([F:33])([F:32])[F:31])=[CH:25][CH:24]=2)[CH2:16]1.O1CCOCC1.CC(C)([O-])C.[Na+], predict the reaction product. The product is: [CH3:12][N:11]([CH3:13])[C:4]1[C:5]2[C:6](=[CH:8][S:9][CH:10]=2)[N:7]=[C:2]([NH:14][C@H:15]2[C@H:19]([OH:20])[CH2:18][N:17]([C:21](=[O:34])[CH2:22][C:23]3[CH:24]=[CH:25][C:26]([O:29][C:30]([F:31])([F:32])[F:33])=[CH:27][CH:28]=3)[CH2:16]2)[N:3]=1. (10) Given the reactants [NH2:1][C:2]1[C:34]([CH3:35])=[CH:33][C:5]([O:6][C:7]2[CH:8]=[CH:9][C:10]3[N:14]=[C:13]([CH2:15][O:16][C:17]4[CH:30]=[CH:29][C:20]([CH2:21][CH:22]5[S:26][C:25](=[O:27])[NH:24][C:23]5=[O:28])=[CH:19][CH:18]=4)[N:12]([CH3:31])[C:11]=3[CH:32]=2)=[CH:4][C:3]=1[CH3:36].[ClH:37], predict the reaction product. The product is: [ClH:37].[ClH:37].[NH2:1][C:2]1[C:3]([CH3:36])=[CH:4][C:5]([O:6][C:7]2[CH:8]=[CH:9][C:10]3[N:14]=[C:13]([CH2:15][O:16][C:17]4[CH:18]=[CH:19][C:20]([CH2:21][CH:22]5[S:26][C:25](=[O:27])[NH:24][C:23]5=[O:28])=[CH:29][CH:30]=4)[N:12]([CH3:31])[C:11]=3[CH:32]=2)=[CH:33][C:34]=1[CH3:35].